Dataset: Forward reaction prediction with 1.9M reactions from USPTO patents (1976-2016). Task: Predict the product of the given reaction. (1) Given the reactants C(N(CC)CC)C.[C:8]([O:11][CH2:12][CH2:13][C:14]1[CH:15]=[CH:16][CH:17]=[C:18]2[C:22]=1[N:21](C(OC(C)(C)C)=O)[CH:20]=[C:19]2[CH:30]=[O:31])(=[O:10])[CH3:9].[CH3:32][O:33][C:34]1[CH:35]=[C:36]([N:40]=[CH:41][C:42]2[CH:50]=[C:45]3[CH:46]=[CH:47][CH:48]=[CH:49][N:44]3[N:43]=2)[CH:37]=[N:38][CH:39]=1, predict the reaction product. The product is: [C:8]([O:11][CH2:12][CH2:13][C:14]1[CH:15]=[CH:16][CH:17]=[C:18]2[C:22]=1[NH:21][CH:20]=[C:19]2[C:30](=[O:31])[CH:41]([NH:40][C:36]1[CH:37]=[N:38][CH:39]=[C:34]([O:33][CH3:32])[CH:35]=1)[C:42]1[CH:50]=[C:45]2[CH:46]=[CH:47][CH:48]=[CH:49][N:44]2[N:43]=1)(=[O:10])[CH3:9]. (2) Given the reactants NC1C=C(NC2C3C(=C(C4C=CC=C(OCC5C=CC=CC=5)C=4)C=CC=3)C=CN=2)C=CC=1.C[Si](N=C=O)(C)C.C([O:47][C:48]1[CH:49]=[C:50]([C:54]2[CH:63]=[CH:62][CH:61]=[C:60]3[C:55]=2[CH:56]=[CH:57][N:58]=[C:59]3[NH:64][C:65]2[CH:66]=[C:67]([NH:71][C:72]([NH2:74])=[O:73])[CH:68]=[CH:69][CH:70]=2)[CH:51]=[CH:52][CH:53]=1)C1C=CC=CC=1.B(Br)(Br)Br, predict the reaction product. The product is: [OH:47][C:48]1[CH:49]=[C:50]([C:54]2[CH:63]=[CH:62][CH:61]=[C:60]3[C:55]=2[CH:56]=[CH:57][N:58]=[C:59]3[NH:64][C:65]2[CH:66]=[C:67]([NH:71][C:72]([NH2:74])=[O:73])[CH:68]=[CH:69][CH:70]=2)[CH:51]=[CH:52][CH:53]=1. (3) The product is: [ClH:1].[ClH:30].[ClH:1].[Cl:46][C:33]1[CH:34]=[C:35]([C:2]2[N:3]=[C:4]3[C:9](=[CH:10][CH:11]=2)[N:8]=[CH:7][C:6]([C:12](=[O:14])[CH3:13])=[C:5]3[NH:15][C@H:16]2[CH2:17][CH2:18][C@H:19]([CH2:22][N:23]3[CH2:24][CH2:25][N:26]([CH3:29])[CH2:27][CH2:28]3)[CH2:20][CH2:21]2)[CH:36]=[C:31]([Cl:30])[C:32]=1[OH:47]. Given the reactants [Cl:1][C:2]1[N:3]=[C:4]2[C:9](=[CH:10][CH:11]=1)[N:8]=[CH:7][C:6]([C:12](=[O:14])[CH3:13])=[C:5]2[NH:15][CH:16]1[CH2:21][CH2:20][CH:19]([CH2:22][N:23]2[CH2:28][CH2:27][N:26]([CH3:29])[CH2:25][CH2:24]2)[CH2:18][CH2:17]1.[Cl:30][C:31]1[CH:36]=[C:35](B2OC(C)(C)C(C)(C)O2)[CH:34]=[C:33]([Cl:46])[C:32]=1[OH:47], predict the reaction product. (4) Given the reactants [S:1]1([C:12]2[C:7](=[CH:8][CH:9]=[CH:10][CH:11]=2)[C:5](=[O:6])[NH:4]1)(=[O:3])=[O:2].C(O[I:17](C1C=CC=CC=1)OC(=O)C)(=O)C.II, predict the reaction product. The product is: [I:17][N:4]1[C:5](=[O:6])[C:7]2[C:12](=[CH:11][CH:10]=[CH:9][CH:8]=2)[S:1]1(=[O:2])=[O:3]. (5) Given the reactants CN1C=CN=C1.[CH:7]1([CH2:12][C@H:13]([CH2:34][N:35]([CH:44]=[O:45])[O:36][CH2:37][C:38]2[CH:43]=[CH:42][CH:41]=[CH:40][CH:39]=2)[C:14]([N:16]2[C@H:20]([C:21]([OH:23])=O)[CH2:19][CH2:18][N:17]2[C:24](OCC2C=CC=CC=2)=O)=[O:15])[CH2:11][CH2:10][CH2:9][CH2:8]1.S(Cl)(C)(=O)=O.[NH2:51][C:52]1[CH:57]=[CH:56][N:55]=[CH:54][N:53]=1, predict the reaction product. The product is: [CH:7]1([CH2:12][C@H:13]([CH2:34][N:35]([CH:44]=[O:45])[O:36][CH2:37][C:38]2[CH:39]=[CH:40][CH:41]=[CH:42][CH:43]=2)[C:14]([N:16]2[C@H:20]([C:21]([NH:51][C:52]3[CH:57]=[CH:56][N:55]=[CH:54][N:53]=3)=[O:23])[CH2:19][CH2:18][N:17]2[CH3:24])=[O:15])[CH2:11][CH2:10][CH2:9][CH2:8]1. (6) Given the reactants C([O:8][C:9]1[C:10](=[O:27])[N:11]([CH3:26])[CH:12]=[C:13]([N:15]2[CH:19]=[CH:18][C:17]([C:20]3[CH:25]=[CH:24][CH:23]=[CH:22][CH:21]=3)=[N:16]2)[CH:14]=1)C1C=CC=CC=1, predict the reaction product. The product is: [OH:8][C:9]1[C:10](=[O:27])[N:11]([CH3:26])[CH:12]=[C:13]([N:15]2[CH:19]=[CH:18][C:17]([C:20]3[CH:25]=[CH:24][CH:23]=[CH:22][CH:21]=3)=[N:16]2)[CH:14]=1.